Dataset: Catalyst prediction with 721,799 reactions and 888 catalyst types from USPTO. Task: Predict which catalyst facilitates the given reaction. (1) Reactant: [C:1]1([CH:7]([C:26]2[CH:31]=[CH:30][CH:29]=[CH:28][CH:27]=2)[N:8]2[CH2:11][CH:10]([N:12]3[CH2:17][CH2:16][N:15]([C:18](OC(C)(C)C)=O)[C@H:14]([CH3:25])[CH2:13]3)[CH2:9]2)[CH:6]=[CH:5][CH:4]=[CH:3][CH:2]=1.C1COCC1.[H-].[Al+3].[Li+].[H-].[H-].[H-].[OH-].[Na+]. Product: [C:26]1([CH:7]([C:1]2[CH:6]=[CH:5][CH:4]=[CH:3][CH:2]=2)[N:8]2[CH2:11][CH:10]([N:12]3[CH2:17][CH2:16][N:15]([CH3:18])[C@H:14]([CH3:25])[CH2:13]3)[CH2:9]2)[CH:27]=[CH:28][CH:29]=[CH:30][CH:31]=1. The catalyst class is: 6. (2) Reactant: [F:1][C:2]1[CH:7]=[C:6]([O:8][CH3:9])[C:5]([F:10])=[CH:4][C:3]=1/[CH:11]=[CH:12]/[C:13]([O:15][CH2:16][CH3:17])=[O:14]. Product: [F:1][C:2]1[CH:7]=[C:6]([O:8][CH3:9])[C:5]([F:10])=[CH:4][C:3]=1[CH2:11][CH2:12][C:13]([O:15][CH2:16][CH3:17])=[O:14]. The catalyst class is: 153. (3) Reactant: [Cl:1][C:2]1[CH:7]=[CH:6][C:5]([CH2:8][CH2:9][C:10]([O:12][C:13]([CH3:16])([CH3:15])[CH3:14])=[O:11])=[CH:4][C:3]=1[CH2:17]O.[Br:19]P(Br)(C1C=CC=CC=1)(C1C=CC=CC=1)C1C=CC=CC=1. Product: [Br:19][CH2:17][C:3]1[CH:4]=[C:5]([CH2:8][CH2:9][C:10]([O:12][C:13]([CH3:16])([CH3:15])[CH3:14])=[O:11])[CH:6]=[CH:7][C:2]=1[Cl:1]. The catalyst class is: 2. (4) Reactant: [OH-:1].[K+].Br[C:4]1[CH:5]=[N:6][C:7]2[N:8]([CH:10]=[CH:11][N:12]=2)[CH:9]=1.Br[CH:14]1[CH2:19][CH2:18][CH2:17][CH2:16][CH2:15]1. Product: [CH:14]1([O:1][C:4]2[CH:5]=[N:6][C:7]3[N:8]([CH:10]=[CH:11][N:12]=3)[CH:9]=2)[CH2:19][CH2:18][CH2:17][CH2:16][CH2:15]1. The catalyst class is: 8. (5) Reactant: O.O.[C:3]([O:7][C:8]([NH:10][C@H:11]([C:19]([OH:21])=O)[CH2:12][CH:13]1[CH2:18][CH2:17][CH2:16][CH2:15][CH2:14]1)=[O:9])([CH3:6])([CH3:5])[CH3:4].[NH2:22][CH2:23][CH2:24][N:25]1[CH2:30][CH2:29][CH2:28][CH2:27][CH2:26]1.O.ON1C2C=CC=CC=2N=N1.C1(N=C=NC2CCCCC2)CCCCC1. Product: [N:25]1([CH2:24][CH2:23][NH:22][C:19](=[O:21])[C@H:11]([CH2:12][CH:13]2[CH2:14][CH2:15][CH2:16][CH2:17][CH2:18]2)[NH:10][C:8]([O:7][C:3]([CH3:4])([CH3:5])[CH3:6])=[O:9])[CH2:30][CH2:29][CH2:28][CH2:27][CH2:26]1. The catalyst class is: 7. (6) Reactant: [NH2:1][C:2]1[CH:6]=[C:5]([CH2:7][C:8]([NH:10][C:11]2[CH:16]=[CH:15][CH:14]=[C:13]([F:17])[CH:12]=2)=[O:9])[NH:4][N:3]=1.[F:18][C:19]([F:35])([F:34])[C:20](OC1C(F)=C(F)C(F)=C(F)C=1F)=[O:21].NC1C=C(CC(O)=O)NN=1.N1C=CC=CC=1.FC1C=C(C=CC=1)N.Cl. Product: [F:18][C:19]([F:35])([F:34])[C:20]([NH:1][C:2]1[CH:6]=[C:5]([CH2:7][C:8]([NH:10][C:11]2[CH:16]=[CH:15][CH:14]=[C:13]([F:17])[CH:12]=2)=[O:9])[NH:4][N:3]=1)=[O:21]. The catalyst class is: 9. (7) Product: [F:1][CH2:2][C:3]1([CH3:13])[CH2:12][CH2:11][C:6](=[O:7])[CH2:5][CH2:4]1. Reactant: [F:1][CH2:2][C:3]1([CH3:13])[CH2:12][CH2:11][C:6]2(OCC[O:7]2)[CH2:5][CH2:4]1. The catalyst class is: 15. (8) Reactant: [NH2:1][C:2]1[CH:7]=[CH:6][C:5]([C:8]2[CH2:12][CH2:11][N:10]([C:13](=[O:26])[CH2:14][C:15]3[CH:20]=[C:19]([O:21][CH3:22])[C:18]([O:23][CH3:24])=[CH:17][C:16]=3[Cl:25])[N:9]=2)=[CH:4][CH:3]=1.Cl[C:28]([O:30][C:31]1[CH:36]=[CH:35][C:34]([N+:37]([O-:39])=[O:38])=[CH:33][CH:32]=1)=[O:29].Cl. Product: [N+:37]([C:34]1[CH:33]=[CH:32][C:31]([O:30][C:28](=[O:29])[NH:1][C:2]2[CH:3]=[CH:4][C:5]([C:8]3[CH2:12][CH2:11][N:10]([C:13](=[O:26])[CH2:14][C:15]4[CH:20]=[C:19]([O:21][CH3:22])[C:18]([O:23][CH3:24])=[CH:17][C:16]=4[Cl:25])[N:9]=3)=[CH:6][CH:7]=2)=[CH:36][CH:35]=1)([O-:39])=[O:38]. The catalyst class is: 10.